Predict which catalyst facilitates the given reaction. From a dataset of Catalyst prediction with 721,799 reactions and 888 catalyst types from USPTO. (1) Reactant: [CH:1]1([N:4]([CH:34]2[CH2:36][CH2:35]2)[C:5]([C:7]2[N:31]([CH2:32][CH3:33])[C:10]3=[N:11][C:12]([NH:19][C:20]4[S:21][C:22]([C:27]([O:29]C)=[O:28])=[C:23]([CH2:25][CH3:26])[N:24]=4)=[C:13]4[N:17]=[CH:16][N:15]([CH3:18])[C:14]4=[C:9]3[CH:8]=2)=[O:6])[CH2:3][CH2:2]1.[OH-].[Na+].Cl. Product: [CH:1]1([N:4]([CH:34]2[CH2:36][CH2:35]2)[C:5]([C:7]2[N:31]([CH2:32][CH3:33])[C:10]3=[N:11][C:12]([NH:19][C:20]4[S:21][C:22]([C:27]([OH:29])=[O:28])=[C:23]([CH2:25][CH3:26])[N:24]=4)=[C:13]4[N:17]=[CH:16][N:15]([CH3:18])[C:14]4=[C:9]3[CH:8]=2)=[O:6])[CH2:3][CH2:2]1. The catalyst class is: 24. (2) Reactant: [CH3:1][CH2:2][C@H:3]1[O:18][C:16](=[O:17])[C@H:15]([CH3:19])[C@@H:14]([O:20][C@@H:21]2[O:26][C@@H:25]([CH3:27])[C@H:24]([OH:28])[C@@:23]([O:30][CH3:31])([CH3:29])[CH2:22]2)[C@H:13]([CH3:32])[C@@H:12]([O:33][C@@H:34]2[O:39][C@H:38]([CH3:40])[CH2:37][C@H:36]([N:41]([CH3:43])[CH3:42])[C@H:35]2[OH:44])[C@@:11]([OH:46])([CH3:45])[CH2:10][C@@H:9]([CH3:47])[CH2:8][N:7]([CH3:48])[C@H:6]([CH3:49])[C@@H:5]([OH:50])[C@@:4]1([OH:52])[CH3:51]. Product: [CH3:43][N:41]([CH3:42])[CH:36]1[CH2:37][CH:38]([CH3:40])[O:39][CH:34]([O:33][CH:12]2[CH:13]([CH3:32])[CH:14]([O:20][CH:21]3[CH2:22][C:23]([O:30][CH3:31])([CH3:29])[CH:24]([OH:28])[CH:25]([CH3:27])[O:26]3)[CH:15]([CH3:19])[C:16](=[O:17])[O:18][CH:3]([CH2:2][CH3:1])[C:4]([OH:52])([CH3:51])[CH:5]([OH:50])[CH:6]([CH3:49])[N:7]([CH3:48])[CH2:8][CH:9]([CH3:47])[CH2:10][C:11]2([OH:46])[CH3:45])[CH:35]1[OH:44]. The catalyst class is: 17.